Dataset: Forward reaction prediction with 1.9M reactions from USPTO patents (1976-2016). Task: Predict the product of the given reaction. (1) Given the reactants [Cl:1][C:2]1[N:11]=[C:10](Cl)[C:9]2[C:4](=[C:5]([O:17][CH3:18])[C:6]([O:15][CH3:16])=[C:7]([O:13][CH3:14])[CH:8]=2)[N:3]=1.[H-].[Na+].[CH3:21][OH:22], predict the reaction product. The product is: [Cl:1][C:2]1[N:11]=[C:10]([O:22][CH3:21])[C:9]2[C:4](=[C:5]([O:17][CH3:18])[C:6]([O:15][CH3:16])=[C:7]([O:13][CH3:14])[CH:8]=2)[N:3]=1. (2) Given the reactants [CH3:1][C:2]1[CH:7]=[C:6]([CH3:8])[CH:5]=[CH:4][C:3]=1[N:9]([CH2:20][CH:21]([CH3:23])[CH3:22])[S:10]([C:13]1[CH:18]=[CH:17][CH:16]=[C:15]([OH:19])[CH:14]=1)(=[O:12])=[O:11].[CH3:24][C:25]1[C:29]([CH2:30]O)=[C:28]([CH3:32])[O:27][N:26]=1.FC(F)(C(F)(F)C(F)(F)C(F)(F)C(F)(F)C(F)(F)C(F)(F)C(F)(F)F)CCC1C=CC(P(C2C=CC=CC=2)C2C=CC=CC=2)=CC=1.N(C(OC(C)C)=O)=NC(OC(C)C)=O, predict the reaction product. The product is: [CH3:24][C:25]1[C:29]([CH2:30][O:19][C:15]2[CH:14]=[C:13]([S:10]([N:9]([C:3]3[CH:4]=[CH:5][C:6]([CH3:8])=[CH:7][C:2]=3[CH3:1])[CH2:20][CH:21]([CH3:23])[CH3:22])(=[O:11])=[O:12])[CH:18]=[CH:17][CH:16]=2)=[C:28]([CH3:32])[O:27][N:26]=1. (3) Given the reactants [NH:1]1[C:9]2[C:4](=[CH:5][CH:6]=[CH:7][CH:8]=2)[C:3]([CH:10]2[CH2:15][CH2:14][N:13](C(OC(C)(C)C)=O)[CH2:12][CH2:11]2)=[CH:2]1.[ClH:23], predict the reaction product. The product is: [ClH:23].[NH:13]1[CH2:14][CH2:15][CH:10]([C:3]2[C:4]3[C:9](=[CH:8][CH:7]=[CH:6][CH:5]=3)[NH:1][CH:2]=2)[CH2:11][CH2:12]1. (4) Given the reactants [NH2:1][C@@H:2]([CH2:16][CH3:17])[C:3]([N:5]([CH2:9][C:10]1[CH:15]=[CH:14][CH:13]=[CH:12][CH:11]=1)[CH2:6][CH2:7]O)=[O:4].C1(P(C2C=CC=CC=2)C2C=CC=CC=2)C=CC=CC=1, predict the reaction product. The product is: [CH2:9]([N:5]1[CH2:6][CH2:7][NH:1][C@@H:2]([CH2:16][CH3:17])[C:3]1=[O:4])[C:10]1[CH:15]=[CH:14][CH:13]=[CH:12][CH:11]=1.